This data is from Reaction yield outcomes from USPTO patents with 853,638 reactions. The task is: Predict the reaction yield, written as a fraction of the theoretical maximum amount of product (1.0 means a 100% yield; for example, 0.34 means a 34% yield). (1) The product is [CH3:3][CH:2]([CH2:4][CH2:5][CH2:6][C@H:7]([C@@H:9]1[C@:26]2([CH3:27])[C@H:12]([C@H:13]3[C@H:23]([CH2:24][CH2:25]2)[C@:21]2([CH3:22])[C:16]([CH2:17][C@@H:18]([NH:28][CH2:29][CH2:30][CH2:31][NH:32][C:33](=[O:62])[CH2:34][CH2:35][NH:36][C:37](=[O:61])[CH2:38][CH2:39][NH:40][C:41](=[O:60])[CH2:42][CH2:43][CH2:44][CH2:45][CH2:46][NH:47][C:48]4[CH:53]=[CH:52][C:51]([N+:54]([O-:56])=[O:55])=[CH:50][C:49]=4[N+:57]([O-:59])=[O:58])[CH2:19][CH2:20]2)=[CH:15][CH2:14]3)[CH2:11][CH2:10]1)[CH3:8])[CH3:1]. The reactants are [CH3:1][CH:2]([CH2:4][CH2:5][CH2:6][C@H:7]([C@@H:9]1[C@:26]2([CH3:27])[C@H:12]([C@H:13]3[C@H:23]([CH2:24][CH2:25]2)[C@:21]2([CH3:22])[C:16]([CH2:17][C@@H:18]([N:28](S(C4C=CC=CC=4[N+]([O-])=O)(=O)=O)[CH2:29][CH2:30][CH2:31][NH:32][C:33](=[O:62])[CH2:34][CH2:35][NH:36][C:37](=[O:61])[CH2:38][CH2:39][NH:40][C:41](=[O:60])[CH2:42][CH2:43][CH2:44][CH2:45][CH2:46][NH:47][C:48]4[CH:53]=[CH:52][C:51]([N+:54]([O-:56])=[O:55])=[CH:50][C:49]=4[N+:57]([O-:59])=[O:58])[CH2:19][CH2:20]2)=[CH:15][CH2:14]3)[CH2:11][CH2:10]1)[CH3:8])[CH3:3].C([O-])([O-])=O.[K+].[K+].C1(S)C=CC=CC=1. The catalyst is CN(C=O)C.C1COCC1. The yield is 0.720. (2) The reactants are O1CCCC1.[CH2:6]([NH:13][C:14]1[CH:19]=[CH:18][C:17]([CH2:20][C:21](Cl)=[N:22][OH:23])=[CH:16][CH:15]=1)[C:7]1[CH:12]=[CH:11][CH:10]=[CH:9][CH:8]=1.[C:25]([C:27]1[C:28]([NH2:33])=[N:29][CH:30]=[CH:31][CH:32]=1)#[CH:26].C(N(CC)CC)C. The catalyst is O. The product is [CH2:6]([NH:13][C:14]1[CH:19]=[CH:18][C:17]([CH2:20][C:21]2[CH:26]=[C:25]([C:27]3[C:28]([NH2:33])=[N:29][CH:30]=[CH:31][CH:32]=3)[O:23][N:22]=2)=[CH:16][CH:15]=1)[C:7]1[CH:12]=[CH:11][CH:10]=[CH:9][CH:8]=1. The yield is 0.0700. (3) The reactants are [CH2:1]([N:8]([CH2:10][CH2:11][NH:12][C:13](=[O:19])[O:14][C:15]([CH3:18])([CH3:17])[CH3:16])C)C1C=CC=CC=1. The catalyst is CO.O.[OH-].[OH-].[Pd+2]. The product is [CH3:1][NH:8][CH2:10][CH2:11][NH:12][C:13](=[O:19])[O:14][C:15]([CH3:17])([CH3:16])[CH3:18]. The yield is 0.940. (4) The reactants are [C:1]([C:3]1[O:4]C=C[N:7]=1)#N.[C:8](O)(=[S:12])[CH:9](C)[OH:10].[N:14]1C=CC=[CH:16][CH:15]=1.[CH3:20]CO. No catalyst specified. The product is [CH3:20][C:1]1[S:12][C:8]([C:9]2[O:10][CH:16]=[CH:15][N:14]=2)=[N:7][C:3]=1[OH:4]. The yield is 0.510. (5) The reactants are [O:1]1CCO[CH:2]1[C:6]1[CH:11]=[CH:10][C:9]([C:12](=[O:20])[CH2:13][C:14]2[CH:19]=[CH:18][CH:17]=[CH:16][CH:15]=2)=[CH:8][CH:7]=1.Cl.CCOC(C)=O. The catalyst is C1COCC1. The product is [C:14]1([CH2:13][C:12]([C:9]2[CH:8]=[CH:7][C:6]([CH:2]=[O:1])=[CH:11][CH:10]=2)=[O:20])[CH:15]=[CH:16][CH:17]=[CH:18][CH:19]=1. The yield is 0.430. (6) The reactants are [CH3:1][C:2]1([CH3:32])[CH2:7][CH2:6][C:5]([C:8]2[CH:13]=[C:12]([C:14]([NH:17][CH2:18][CH2:19][O:20][CH3:21])([CH3:16])[CH3:15])[CH:11]=[CH:10][C:9]=2[NH:22][C:23]([C:25]2[NH:26][CH:27]=[C:28]([C:30]#[N:31])[N:29]=2)=[O:24])=[CH:4][CH2:3]1.[ClH:33]. The catalyst is C(O)(C)C. The product is [ClH:33].[CH3:1][C:2]1([CH3:32])[CH2:7][CH2:6][C:5]([C:8]2[CH:13]=[C:12]([C:14]([NH:17][CH2:18][CH2:19][O:20][CH3:21])([CH3:15])[CH3:16])[CH:11]=[CH:10][C:9]=2[NH:22][C:23]([C:25]2[NH:26][CH:27]=[C:28]([C:30]#[N:31])[N:29]=2)=[O:24])=[CH:4][CH2:3]1. The yield is 0.540.